This data is from Full USPTO retrosynthesis dataset with 1.9M reactions from patents (1976-2016). The task is: Predict the reactants needed to synthesize the given product. (1) Given the product [F:1][C:2]1[N:21]=[CH:20][C:5]2[CH2:6][CH2:7][CH:8]3[CH2:15][CH2:14][CH:13]([C:16]([OH:18])=[O:17])[CH2:12][N:9]3[C:10](=[O:11])[C:4]=2[CH:3]=1, predict the reactants needed to synthesize it. The reactants are: [F:1][C:2]1[N:21]=[CH:20][C:5]2[CH2:6][CH2:7][CH:8]3[CH2:15][CH2:14][CH:13]([C:16]([O:18]C)=[O:17])[CH2:12][N:9]3[C:10](=[O:11])[C:4]=2[CH:3]=1.[Li+].[OH-].Cl.O. (2) Given the product [Cl:22][CH2:21][CH2:20][CH2:19][CH2:18][N:11]1[CH:12]=[CH:13][C:8]([C:6]2[CH:5]=[CH:4][N:3]=[C:2]([CH3:1])[CH:7]=2)=[N:9][C:10]1=[O:14], predict the reactants needed to synthesize it. The reactants are: [CH3:1][C:2]1[CH:7]=[C:6]([C:8]2[CH:13]=[CH:12][NH:11][C:10](=[O:14])[N:9]=2)[CH:5]=[CH:4][N:3]=1.[H-].[Na+].Br[CH2:18][CH2:19][CH2:20][CH2:21][Cl:22].O. (3) Given the product [Cl:28][C:29]1[N:34]=[C:33]([NH:1][C:2]2[CH:3]=[CH:4][C:5]([N:13]3[CH2:14][CH2:15][N:16]([CH:19]([CH3:21])[CH3:20])[CH2:17][CH2:18]3)=[C:6]3[C:10]=2[C:9](=[O:11])[N:8]([CH3:12])[CH2:7]3)[C:32]([Cl:36])=[CH:31][N:30]=1, predict the reactants needed to synthesize it. The reactants are: [NH2:1][C:2]1[CH:3]=[CH:4][C:5]([N:13]2[CH2:18][CH2:17][N:16]([CH:19]([CH3:21])[CH3:20])[CH2:15][CH2:14]2)=[C:6]2[C:10]=1[C:9](=[O:11])[N:8]([CH3:12])[CH2:7]2.C(=O)([O-])[O-].[K+].[K+].[Cl:28][C:29]1[N:34]=[C:33](Cl)[C:32]([Cl:36])=[CH:31][N:30]=1. (4) Given the product [CH2:12]([N:11]([CH2:14][C:15]1[CH:20]=[CH:19][CH:18]=[C:17]([C:21]2[C:26]([F:27])=[CH:25][N:24]=[C:23]([NH:39][CH2:38][CH2:37][C:33]3[CH:34]=[CH:35][CH:36]=[C:31]([F:30])[CH:32]=3)[N:22]=2)[CH:16]=1)[CH2:10][CH2:9][CH2:8][NH2:7])[CH3:13], predict the reactants needed to synthesize it. The reactants are: C(OC(=O)[NH:7][CH2:8][CH2:9][CH2:10][N:11]([CH2:14][C:15]1[CH:20]=[CH:19][CH:18]=[C:17]([C:21]2[C:26]([F:27])=[CH:25][N:24]=[C:23](Cl)[N:22]=2)[CH:16]=1)[CH2:12][CH3:13])(C)(C)C.[F:30][C:31]1[CH:32]=[C:33]([CH2:37][CH2:38][NH2:39])[CH:34]=[CH:35][CH:36]=1. (5) Given the product [N+:16]([C:13]1[CH:14]=[CH:15][C:10]([CH2:9][S:2]([O-:5])(=[O:4])=[O:3])=[CH:11][CH:12]=1)([O-:18])=[O:17].[Na+:6], predict the reactants needed to synthesize it. The reactants are: O.[S:2]([O-:5])([O-:4])=[O:3].[Na+:6].[Na+].Cl[CH2:9][C:10]1[CH:15]=[CH:14][C:13]([N+:16]([O-:18])=[O:17])=[CH:12][CH:11]=1. (6) Given the product [C:1]([C:5]1[C:6]([NH:14][C:18](=[O:19])[CH2:17][C:16]([CH3:22])([CH3:21])[CH3:15])=[N:7][N:8]2[CH:13]=[CH:12][CH:11]=[N:10][C:9]=12)([CH3:4])([CH3:2])[CH3:3], predict the reactants needed to synthesize it. The reactants are: [C:1]([C:5]1[C:6]([NH2:14])=[N:7][N:8]2[CH:13]=[CH:12][CH:11]=[N:10][C:9]=12)([CH3:4])([CH3:3])[CH3:2].[CH3:15][C:16]([CH3:22])([CH3:21])[CH2:17][C:18](Cl)=[O:19].